Dataset: Retrosynthesis with 50K atom-mapped reactions and 10 reaction types from USPTO. Task: Predict the reactants needed to synthesize the given product. The reactants are: COC(=O)c1ccc(-c2nnc(CCCc3ccccc3)o2)cc1. Given the product O=C(O)c1ccc(-c2nnc(CCCc3ccccc3)o2)cc1, predict the reactants needed to synthesize it.